From a dataset of Catalyst prediction with 721,799 reactions and 888 catalyst types from USPTO. Predict which catalyst facilitates the given reaction. (1) The catalyst class is: 9. Reactant: [NH:1]1[CH:5]=[CH:4][CH:3]=[N:2]1.[H-].[Na+].Br[CH2:9][C:10]([C:12]1[CH:17]=[CH:16][C:15]([O:18][C:19]([F:22])([F:21])[F:20])=[CH:14][CH:13]=1)=[O:11].[Cl-].[NH4+]. Product: [N:1]1([CH2:9][C:10]([C:12]2[CH:13]=[CH:14][C:15]([O:18][C:19]([F:20])([F:21])[F:22])=[CH:16][CH:17]=2)=[O:11])[CH:5]=[CH:4][CH:3]=[N:2]1. (2) Reactant: [Br:1][C:2]1[CH:7]=[CH:6][C:5]([OH:8])=[C:4]([N+:9]([O-:11])=[O:10])[CH:3]=1.[C:12]([O:16][C:17](=[O:23])[NH:18][CH2:19][CH2:20][CH2:21]Br)([CH3:15])([CH3:14])[CH3:13].C(=O)([O-])[O-].[Cs+].[Cs+].[I-].[K+]. Product: [Br:1][C:2]1[CH:7]=[CH:6][C:5]([O:8][CH2:21][CH2:20][CH2:19][NH:18][C:17](=[O:23])[O:16][C:12]([CH3:15])([CH3:14])[CH3:13])=[C:4]([N+:9]([O-:11])=[O:10])[CH:3]=1. The catalyst class is: 30. (3) The catalyst class is: 5. Product: [C:18]([O:17][C:15]([N:12]1[CH2:13][CH2:14][CH:10]([C:7]2[S:8][CH:9]=[C:5]([C:3]([OH:4])=[O:2])[C:6]=2[CH3:22])[CH2:11]1)=[O:16])([CH3:21])([CH3:20])[CH3:19]. Reactant: C[O:2][C:3]([C:5]1[C:6]([CH3:22])=[C:7]([CH:10]2[CH2:14][CH2:13][N:12]([C:15]([O:17][C:18]([CH3:21])([CH3:20])[CH3:19])=[O:16])[CH2:11]2)[S:8][CH:9]=1)=[O:4].[OH-].[Na+]. (4) Reactant: [CH2:1]([O:3][C:4](=[O:16])/[C:5](/[C:14]#[N:15])=[CH:6]\[C:7]1[CH:12]=[CH:11][C:10]([Cl:13])=[CH:9][CH:8]=1)[CH3:2].[Cl:17][C:18]1[CH:23]=[CH:22][C:21]([Mg]Br)=[CH:20][CH:19]=1.Cl. Product: [CH2:1]([O:3][C:4](=[O:16])[C:5]([C:14]#[N:15])=[C:6]([C:21]1[CH:22]=[CH:23][C:18]([Cl:17])=[CH:19][CH:20]=1)[C:7]1[CH:8]=[CH:9][C:10]([Cl:13])=[CH:11][CH:12]=1)[CH3:2]. The catalyst class is: 11.